Dataset: Full USPTO retrosynthesis dataset with 1.9M reactions from patents (1976-2016). Task: Predict the reactants needed to synthesize the given product. Given the product [CH3:45][S:46]([C:49]1[CH:50]=[CH:51][C:52]([CH2:55][NH:56][C:28]([C:19]2[C:18](=[O:31])[C:17]([Br:16])=[C:22]([CH3:23])[N:21]([C@H:24]([CH2:26][CH3:27])[CH3:25])[CH:20]=2)=[O:30])=[N:53][CH:54]=1)(=[O:48])=[O:47], predict the reactants needed to synthesize it. The reactants are: BrC1C(=O)C(C(O)=O)=CN(C(C)C)C=1C.[Br:16][C:17]1[C:18](=[O:31])[C:19]([C:28]([OH:30])=O)=[CH:20][N:21]([C@H:24]([CH2:26][CH3:27])[CH3:25])[C:22]=1[CH3:23].Cl.CS(C1C=CC(CN)=CC=1)(=O)=O.[CH3:45][S:46]([C:49]1[CH:50]=[CH:51][C:52]([CH2:55][NH2:56])=[N:53][CH:54]=1)(=[O:48])=[O:47].BrBr.